This data is from Forward reaction prediction with 1.9M reactions from USPTO patents (1976-2016). The task is: Predict the product of the given reaction. (1) Given the reactants [Cl:1][C:2]1[CH:7]=[CH:6][C:5]([N+:8]([O-:10])=[O:9])=[CH:4][C:3]=1[O:11]C.B(Br)(Br)Br.CO.[OH-].[Na+], predict the reaction product. The product is: [Cl:1][C:2]1[CH:7]=[CH:6][C:5]([N+:8]([O-:10])=[O:9])=[CH:4][C:3]=1[OH:11]. (2) Given the reactants [Cl:1][C:2]1[CH:3]=[C:4]2[C:8](=[CH:9][C:10]=1[Cl:11])[NH:7][CH:6]=[C:5]2[CH2:12][C:13]([OH:15])=O.[N:16]1([CH:22]2[CH2:25][N:24]([C:26](=[O:29])[CH:27]=[CH2:28])[CH2:23]2)[CH2:21][CH2:20][NH:19][CH2:18][CH2:17]1.CCN=C=NCCCN(C)C.Cl.C1C=CC2N(O)N=NC=2C=1.CCN(CC)CC, predict the reaction product. The product is: [Cl:1][C:2]1[CH:3]=[C:4]2[C:8](=[CH:9][C:10]=1[Cl:11])[NH:7][CH:6]=[C:5]2[CH2:12][C:13]([N:19]1[CH2:20][CH2:21][N:16]([CH:22]2[CH2:25][N:24]([C:26](=[O:29])[CH:27]=[CH2:28])[CH2:23]2)[CH2:17][CH2:18]1)=[O:15].